The task is: Predict the product of the given reaction.. This data is from Forward reaction prediction with 1.9M reactions from USPTO patents (1976-2016). (1) The product is: [Cl:1][C:2]1[CH:3]=[CH:4][C:5]([OH:11])=[C:6]([CH:10]=1)[C:7]([NH:20][C:16]1[CH:17]=[CH:18][CH:19]=[C:14]([O:13][CH3:12])[CH:15]=1)=[O:9]. Given the reactants [Cl:1][C:2]1[CH:10]=[C:6]([C:7]([OH:9])=O)[C:5]([OH:11])=[CH:4][CH:3]=1.[CH3:12][O:13][C:14]1[CH:19]=[CH:18][CH:17]=[C:16]([NH2:20])[CH:15]=1, predict the reaction product. (2) Given the reactants [F:1][C:2]1([F:25])[CH2:7][CH2:6][CH:5]([CH2:8][C:9]2[N:13]3[CH:14]=[C:15](I)[C:16]([C:18]#[N:19])=[CH:17][C:12]3=[N:11][C:10]=2[C:21]([F:24])([F:23])[F:22])[CH2:4][CH2:3]1.[CH3:26][C:27]1(C)C(C)(C)OB(C=C)O1, predict the reaction product. The product is: [F:1][C:2]1([F:25])[CH2:7][CH2:6][CH:5]([CH2:8][C:9]2[N:13]3[CH:14]=[C:15]([CH:26]=[CH2:27])[C:16]([C:18]#[N:19])=[CH:17][C:12]3=[N:11][C:10]=2[C:21]([F:24])([F:23])[F:22])[CH2:4][CH2:3]1. (3) Given the reactants [C:1]([C:5]1[CH:6]=[CH:7][C:8]([CH3:20])=[C:9]([CH:19]=1)[O:10][C:11]1[S:12][CH:13]=[C:14]([C:16]([OH:18])=O)[N:15]=1)([CH3:4])([CH3:3])[CH3:2].[NH2:21][C:22]1[C:23]([O:40][CH3:41])=[N:24][C:25]([NH:30][CH2:31][CH2:32][S:33]([NH:36][CH:37]([CH3:39])[CH3:38])(=[O:35])=[O:34])=[N:26][C:27]=1[O:28][CH3:29].C(N(CC)CC)C.CN(C(ON1N=NC2C=CC=CC1=2)=[N+](C)C)C.F[P-](F)(F)(F)(F)F.C(=O)(O)[O-].[Na+], predict the reaction product. The product is: [C:1]([C:5]1[CH:6]=[CH:7][C:8]([CH3:20])=[C:9]([CH:19]=1)[O:10][C:11]1[S:12][CH:13]=[C:14]([C:16]([NH:21][C:22]2[C:27]([O:28][CH3:29])=[N:26][C:25]([NH:30][CH2:31][CH2:32][S:33](=[O:34])(=[O:35])[NH:36][CH:37]([CH3:39])[CH3:38])=[N:24][C:23]=2[O:40][CH3:41])=[O:18])[N:15]=1)([CH3:2])([CH3:3])[CH3:4]. (4) Given the reactants [Cl:1][C:2]1[CH:7]=[CH:6][C:5]([CH2:8][C:9]2[C:18]3[C:13](=[CH:14][CH:15]=[CH:16][CH:17]=3)[C:12](=[O:19])[N:11]([CH2:20][C@H:21]3[CH2:25][CH2:24][CH2:23][NH:22]3)[N:10]=2)=[CH:4][CH:3]=1.CS(O[CH2:31][CH2:32][CH:33]([S:35]([CH2:38][CH3:39])(=[O:37])=[O:36])[CH3:34])(=O)=O.C(=O)([O-])O.[Na+].[I-].[Na+], predict the reaction product. The product is: [ClH:1].[Cl:1][C:2]1[CH:7]=[CH:6][C:5]([CH2:8][C:9]2[C:18]3[C:13](=[CH:14][CH:15]=[CH:16][CH:17]=3)[C:12](=[O:19])[N:11]([CH2:20][C@H:21]3[CH2:25][CH2:24][CH2:23][N:22]3[CH2:31][CH2:32][CH:33]([S:35]([CH2:38][CH3:39])(=[O:37])=[O:36])[CH3:34])[N:10]=2)=[CH:4][CH:3]=1. (5) Given the reactants Br[C:2]1[C:3](=[O:10])[N:4]([CH3:9])[CH:5]=[C:6]([Br:8])[CH:7]=1.[NH2:11][C:12]1[N:17]=[CH:16][C:15]([N:18]2[CH2:22][CH:21]3[CH2:23][N:24]([C:26]([O:28][C:29]([CH3:32])([CH3:31])[CH3:30])=[O:27])[CH2:25][CH:20]3[CH2:19]2)=[CH:14][CH:13]=1, predict the reaction product. The product is: [Br:8][C:6]1[CH:7]=[C:2]([NH:11][C:12]2[N:17]=[CH:16][C:15]([N:18]3[CH2:19][CH:20]4[CH2:25][N:24]([C:26]([O:28][C:29]([CH3:32])([CH3:31])[CH3:30])=[O:27])[CH2:23][CH:21]4[CH2:22]3)=[CH:14][CH:13]=2)[C:3](=[O:10])[N:4]([CH3:9])[CH:5]=1.